This data is from Peptide-MHC class II binding affinity with 134,281 pairs from IEDB. The task is: Regression. Given a peptide amino acid sequence and an MHC pseudo amino acid sequence, predict their binding affinity value. This is MHC class II binding data. (1) The peptide sequence is INEPTAAAIAYGLTR. The MHC is HLA-DQA10401-DQB10402 with pseudo-sequence HLA-DQA10401-DQB10402. The binding affinity (normalized) is 0.400. (2) The peptide sequence is KLNNQFGSVPALTIA. The MHC is DRB1_1501 with pseudo-sequence DRB1_1501. The binding affinity (normalized) is 0.0739. (3) The peptide sequence is AVWGKNSCAKNYNCK. The MHC is DRB1_0401 with pseudo-sequence DRB1_0401. The binding affinity (normalized) is 0.182.